The task is: Predict the product of the given reaction.. This data is from Forward reaction prediction with 1.9M reactions from USPTO patents (1976-2016). Given the reactants [Br:1][C:2]1[CH:7]=[CH:6][C:5]([C:8]2[CH:13]=[CH:12][C:11]([Br:14])=[CH:10][C:9]=2[N+:15]([O-])=O)=[C:4]([N+:18]([O-])=O)[CH:3]=1.Cl.[Sn].[OH-].[Na+], predict the reaction product. The product is: [Br:1][C:2]1[CH:3]=[C:4]([NH2:18])[C:5]([C:8]2[C:9]([NH2:15])=[CH:10][C:11]([Br:14])=[CH:12][CH:13]=2)=[CH:6][CH:7]=1.